This data is from Forward reaction prediction with 1.9M reactions from USPTO patents (1976-2016). The task is: Predict the product of the given reaction. (1) Given the reactants COC(C1(NC(=O)C2C=CC(OC)=C(Br)C=2)CC2C(=CC=CC=2)C1)=O.C(C1C=C(B(O)O)C=CC=1)(C)C.[F-].[Cs+].C[O:41][C:42]([C:44]1([NH:53][C:54]([C:56]2[CH:57]=[C:58]([C:64]3[CH:69]=[CH:68][CH:67]=[C:66]([CH:70]([CH3:72])[CH3:71])[CH:65]=3)[C:59]([O:62][CH3:63])=[CH:60][CH:61]=2)=[O:55])[CH2:52][C:51]2[C:46](=[CH:47][CH:48]=[CH:49][CH:50]=2)[CH2:45]1)=[O:43].[OH-].[Li+], predict the reaction product. The product is: [CH:70]([C:66]1[CH:65]=[C:64]([C:58]2[C:59]([O:62][CH3:63])=[CH:60][CH:61]=[C:56]([C:54]([NH:53][C:44]3([C:42]([OH:43])=[O:41])[CH2:52][C:51]4[C:46](=[CH:47][CH:48]=[CH:49][CH:50]=4)[CH2:45]3)=[O:55])[CH:57]=2)[CH:69]=[CH:68][CH:67]=1)([CH3:72])[CH3:71]. (2) Given the reactants [N:1]1[CH:6]=[CH:5][CH:4]=[CH:3][C:2]=1[CH2:7][C:8]#[N:9].[CH2:10]([O:12][C:13](OCC)(OCC)[CH2:14][CH3:15])[CH3:11], predict the reaction product. The product is: [CH2:10]([O:12]/[C:13](/[CH2:14][CH3:15])=[C:7](/[C:2]1[CH:3]=[CH:4][CH:5]=[CH:6][N:1]=1)\[C:8]#[N:9])[CH3:11].